This data is from Catalyst prediction with 721,799 reactions and 888 catalyst types from USPTO. The task is: Predict which catalyst facilitates the given reaction. (1) Reactant: [OH:1][C@H:2]1[CH2:6][NH:5][C@H:4]([C:7]([OH:9])=[O:8])[CH2:3]1.[C:10]([Cl:13])(=O)C. Product: [ClH:13].[OH:1][C@H:2]1[CH2:6][NH:5][C@H:4]([C:7]([O:9][CH3:10])=[O:8])[CH2:3]1. The catalyst class is: 5. (2) Reactant: [Br:1][C:2](Br)=[CH:3][C:4]1[CH:5]=[CH:6][C:7]([CH3:10])=[N:8][CH:9]=1.CC(C)([O-])C.[K+].C1(C)C=CC=CC=1. Product: [Br:1][C:2]#[C:3][C:4]1[CH:5]=[CH:6][C:7]([CH3:10])=[N:8][CH:9]=1. The catalyst class is: 6. (3) Reactant: [C:6](O[C:6](=[O:9])[CH2:7][CH3:8])(=[O:9])[CH2:7][CH3:8].[Br:10][C:11]1[CH:16]=[CH:15][C:14]([CH:17]([NH2:19])[CH3:18])=[CH:13][CH:12]=1.C(N(CC)CC)C. Product: [Br:10][C:11]1[CH:16]=[CH:15][C:14]([CH:17]([NH:19][C:6](=[O:9])[CH2:7][CH3:8])[CH3:18])=[CH:13][CH:12]=1. The catalyst class is: 7. (4) Reactant: [CH3:1][C:2]1[O:6][C:5]([CH:7]([NH2:13])[C:8]2([CH3:12])[CH2:11][O:10][CH2:9]2)=[CH:4][CH:3]=1.C([O:16][C:17]1[C:18](=[O:38])[C:19](=O)[C:20]=1[NH:21][C:22]1[CH:27]=[CH:26][CH:25]=[C:24]([C:28]([N:30]2[CH2:34][CH2:33][C@@H:32]([OH:35])[CH2:31]2)=[O:29])[C:23]=1[OH:36])C. Product: [OH:36][C:23]1[C:24]([C:28]([N:30]2[CH2:34][CH2:33][C@@H:32]([OH:35])[CH2:31]2)=[O:29])=[CH:25][CH:26]=[CH:27][C:22]=1[NH:21][C:20]1[C:17](=[O:16])[C:18](=[O:38])[C:19]=1[NH:13][CH:7]([C:5]1[O:6][C:2]([CH3:1])=[CH:3][CH:4]=1)[C:8]1([CH3:12])[CH2:9][O:10][CH2:11]1. The catalyst class is: 5. (5) Reactant: C[O:2][C:3]([O:6]C)([CH3:5])[CH3:4].O.C1(C)C(S(O)(=O)=[O:16])=CC=CC=1.[OH:20][C:21]([CH2:23][CH2:24][CH2:25][CH2:26][C@H]1[C@@H]2[C@@H](NC(N2)=O)CS1)=[O:22]. Product: [CH3:4][C:3]1([CH3:5])[O:6][C@H:25]2[CH2:26][O:22][CH:21]([OH:20])[C@H:23]([OH:16])[C@H:24]2[O:2]1. The catalyst class is: 3.